Dataset: Full USPTO retrosynthesis dataset with 1.9M reactions from patents (1976-2016). Task: Predict the reactants needed to synthesize the given product. (1) Given the product [CH2:1]([C:4]1[N:9]=[C:8]([NH:10][S:17]([N:11]2[CH2:16][CH2:15][CH2:14][CH2:13][CH2:12]2)(=[O:19])=[O:18])[CH:7]=[CH:6][CH:5]=1)[CH2:2][CH3:3], predict the reactants needed to synthesize it. The reactants are: [CH2:1]([C:4]1[N:9]=[C:8]([NH2:10])[CH:7]=[CH:6][CH:5]=1)[CH2:2][CH3:3].[N:11]1([S:17](Cl)(=[O:19])=[O:18])[CH2:16][CH2:15][CH2:14][CH2:13][CH2:12]1. (2) Given the product [Cl:1][C:2]1[CH:3]=[CH:4][C:5]2[CH:15]([Cl:20])[C:10]3=[N:11][CH:12]=[CH:13][CH:14]=[C:9]3[CH2:8][CH2:7][C:6]=2[CH:17]=1, predict the reactants needed to synthesize it. The reactants are: [Cl:1][C:2]1[CH:3]=[CH:4][C:5]2[CH:15](O)[C:10]3=[N:11][CH:12]=[CH:13][CH:14]=[C:9]3[CH2:8][CH2:7][C:6]=2[CH:17]=1.S(Cl)([Cl:20])=O.CCOC(C)=O.[OH-].[Na+]. (3) Given the product [Br-:24].[NH2:15][C:11]1[CH:10]=[CH:9][CH:8]=[C:7]2[C:12]=1[CH:13]=[CH:14][N+:5]([CH2:4][CH2:3][O:2][CH3:1])=[CH:6]2, predict the reactants needed to synthesize it. The reactants are: [CH3:1][O:2][CH2:3][CH2:4][N:5]1[CH2:14][CH2:13][C:12]2[C:7](=[CH:8][CH:9]=[CH:10][C:11]=2[NH:15]CC(O)=O)[CH2:6]1.COCC[Br:24]. (4) Given the product [NH2:60][S:57]([C:52]1[CH:53]=[CH:54][CH:55]=[CH:56][C:51]=1[NH:50][C:20]([C:10]1[C:9](=[O:25])[N:8]([CH2:1][C:2]2[CH:3]=[CH:4][CH:5]=[CH:6][CH:7]=2)[C:17]2[C:12]([C:11]=1[OH:19])=[CH:13][C:14]([Cl:18])=[CH:15][N:16]=2)=[O:21])(=[O:58])=[O:59], predict the reactants needed to synthesize it. The reactants are: [CH2:1]([N:8]1[C:17]2[C:12](=[CH:13][C:14]([Cl:18])=[CH:15][N:16]=2)[C:11]([OH:19])=[C:10]([C:20](OCC)=[O:21])[C:9]1=[O:25])[C:2]1[CH:7]=[CH:6][CH:5]=[CH:4][CH:3]=1.C(N1C2C(=CC=CN=2)C(O)=C(C(OCC)=O)C1=O)C1C=CC=CC=1.[NH2:50][C:51]1[CH:56]=[CH:55][CH:54]=[CH:53][C:52]=1[S:57]([NH2:60])(=[O:59])=[O:58].NC1C=CC(Br)=CC=1S(N)(=O)=O.